This data is from Reaction yield outcomes from USPTO patents with 853,638 reactions. The task is: Predict the reaction yield, written as a fraction of the theoretical maximum amount of product (1.0 means a 100% yield; for example, 0.34 means a 34% yield). (1) The reactants are [Cl:1][C:2]1[N:7]=[C:6]([C:8]([O:10][CH2:11][CH3:12])=[O:9])[C:5]([N+:13]([O-])=O)=[C:4](Cl)[N:3]=1.[O-2].[Mg+2]. The catalyst is [Pd].O1CCOCC1. The product is [NH2:13][C:5]1[C:6]([C:8]([O:10][CH2:11][CH3:12])=[O:9])=[N:7][C:2]([Cl:1])=[N:3][CH:4]=1. The yield is 0.550. (2) The reactants are [C:1]([C:4]1[C:5](I)=[N:6][N:7]2[C@H:12]3[CH2:13][O:14][CH2:15][C@H:11]3[N:10]([C:16]([O:18][C:19]([CH3:22])([CH3:21])[CH3:20])=[O:17])[CH2:9][C:8]=12)(=[O:3])[NH2:2].[Cl:24][C:25]1[CH:26]=[C:27](B(O)O)[CH:28]=[CH:29][C:30]=1[F:31].[O-]P([O-])([O-])=O.[K+].[K+].[K+]. The catalyst is O1CCOCC1.O. The product is [C:1]([C:4]1[C:5]([C:27]2[CH:28]=[CH:29][C:30]([F:31])=[C:25]([Cl:24])[CH:26]=2)=[N:6][N:7]2[C@H:12]3[CH2:13][O:14][CH2:15][C@H:11]3[N:10]([C:16]([O:18][C:19]([CH3:22])([CH3:21])[CH3:20])=[O:17])[CH2:9][C:8]=12)(=[O:3])[NH2:2]. The yield is 0.540. (3) The reactants are [S:1]1[C:5]2[CH:6]=[CH:7][CH:8]=[CH:9][C:4]=2[N:3]=[C:2]1[NH2:10].[CH3:11][I:12]. No catalyst specified. The product is [IH:12].[CH3:11][N:3]1[C:4]2[CH:9]=[CH:8][CH:7]=[CH:6][C:5]=2[S:1][C:2]1=[NH:10]. The yield is 0.600. (4) The reactants are [F:1][C:2]([F:15])([F:14])[C:3](=O)[CH2:4][C:5]([C:7]1[CH:12]=[CH:11][CH:10]=[CH:9][CH:8]=1)=O.Cl.[N+:17]([C:20]1[CH:21]=[C:22]([NH:26][NH2:27])[CH:23]=[CH:24][CH:25]=1)([O-:19])=[O:18].Cl.C(O)C. The catalyst is O. The product is [N+:17]([C:20]1[CH:21]=[C:22]([N:26]2[C:5]([C:7]3[CH:12]=[CH:11][CH:10]=[CH:9][CH:8]=3)=[CH:4][C:3]([C:2]([F:15])([F:14])[F:1])=[N:27]2)[CH:23]=[CH:24][CH:25]=1)([O-:19])=[O:18]. The yield is 0.947. (5) The reactants are [B:10]1([B:10]2[O:14][C:13]([CH3:16])([CH3:15])[C:12]([CH3:18])([CH3:17])[O:11]2)[O:14][C:13]([CH3:16])([CH3:15])[C:12]([CH3:18])([CH3:17])[O:11]1.CC([O-])=O.[K+].FC(F)(F)S(O[C:30]1[CH2:31][CH2:32][N:33]([C:36]([O:38][C:39]([CH3:42])([CH3:41])[CH3:40])=[O:37])[CH2:34][CH:35]=1)(=O)=O. The catalyst is O1CCOCC1.C1C=CC(P(C2C=CC=CC=2)[C-]2C=CC=C2)=CC=1.C1C=CC(P(C2C=CC=CC=2)[C-]2C=CC=C2)=CC=1.[Fe+2]. The product is [CH3:16][C:13]1([CH3:15])[C:12]([CH3:17])([CH3:18])[O:11][B:10]([C:30]2[CH2:35][CH2:34][N:33]([C:36]([O:38][C:39]([CH3:42])([CH3:41])[CH3:40])=[O:37])[CH2:32][CH:31]=2)[O:14]1. The yield is 0.760. (6) The reactants are Br[C:2]1[CH:3]=[C:4]([N:8]2[C:12]3[CH2:13][CH2:14][CH:15]([CH3:16])[C:11]=3[C:10]([C:17]([O:19][CH2:20][CH3:21])=[O:18])=[N:9]2)[CH:5]=[CH:6][CH:7]=1.[C:22]([C@:24]1([OH:31])[CH2:28][CH2:27][N:26]([CH3:29])[C:25]1=[O:30])#[CH:23]. No catalyst specified. The product is [OH:31][C@@:24]1([C:22]#[C:23][C:2]2[CH:3]=[C:4]([N:8]3[C:12]4[CH2:13][CH2:14][CH:15]([CH3:16])[C:11]=4[C:10]([C:17]([O:19][CH2:20][CH3:21])=[O:18])=[N:9]3)[CH:5]=[CH:6][CH:7]=2)[CH2:28][CH2:27][N:26]([CH3:29])[C:25]1=[O:30]. The yield is 0.550. (7) The reactants are [O:1]=[C:2]1[C:7]([CH2:8][C:9]2[CH:14]=[CH:13][C:12]([C:15]3[C:16]([C:21]#[N:22])=[CH:17][CH:18]=[CH:19][CH:20]=3)=[CH:11][CH:10]=2)=[C:6]([CH2:23][CH2:24][CH3:25])[N:5]2[N:26]=[CH:27][N:28]=[C:4]2[NH:3]1.[CH3:29][CH:30]([O:32][C:33]1[CH:38]=[CH:37][C:36](B(O)O)=[CH:35][CH:34]=1)[CH3:31].C(N(CC)CC)C.N1C=CC=CC=1. The catalyst is ClCCl.C(OCC)(=O)C.C([O-])(=O)C.[Cu+2].C([O-])(=O)C. The product is [CH3:29][CH:30]([O:32][C:33]1[CH:38]=[CH:37][C:36]([N:3]2[C:2](=[O:1])[C:7]([CH2:8][C:9]3[CH:10]=[CH:11][C:12]([C:15]4[C:16]([C:21]#[N:22])=[CH:17][CH:18]=[CH:19][CH:20]=4)=[CH:13][CH:14]=3)=[C:6]([CH2:23][CH2:24][CH3:25])[N:5]3[N:26]=[CH:27][N:28]=[C:4]23)=[CH:35][CH:34]=1)[CH3:31]. The yield is 0.820.